Dataset: Peptide-MHC class I binding affinity with 185,985 pairs from IEDB/IMGT. Task: Regression. Given a peptide amino acid sequence and an MHC pseudo amino acid sequence, predict their binding affinity value. This is MHC class I binding data. (1) The MHC is HLA-A02:01 with pseudo-sequence HLA-A02:01. The peptide sequence is ERILSTYLGR. The binding affinity (normalized) is 0. (2) The peptide sequence is ESENISEPY. The MHC is HLA-A24:03 with pseudo-sequence HLA-A24:03. The binding affinity (normalized) is 0.0847. (3) The peptide sequence is ARIDARIDF. The MHC is HLA-A01:01 with pseudo-sequence HLA-A01:01. The binding affinity (normalized) is 0.0847. (4) The peptide sequence is PKIFEDQLLPF. The MHC is H-2-Kb with pseudo-sequence H-2-Kb. The binding affinity (normalized) is 0.0789. (5) The peptide sequence is ADKNLIKCS. The MHC is HLA-B44:03 with pseudo-sequence HLA-B44:03. The binding affinity (normalized) is 0. (6) The peptide sequence is VYDFWVWI. The MHC is H-2-Kb with pseudo-sequence H-2-Kb. The binding affinity (normalized) is 0.399. (7) The peptide sequence is CFMYSDFHF. The MHC is HLA-A02:06 with pseudo-sequence HLA-A02:06. The binding affinity (normalized) is 0.638.